Dataset: Forward reaction prediction with 1.9M reactions from USPTO patents (1976-2016). Task: Predict the product of the given reaction. (1) Given the reactants Cl[C:2]1[N:7]=[CH:6][N:5]=[C:4]2[N:8]([CH2:11][CH2:12][N:13]3[CH2:18][CH2:17][CH2:16][CH2:15][CH2:14]3)[N:9]=[CH:10][C:3]=12.C([Sn](CCCC)(CCCC)[C:24]1[O:25][CH:26]=[CH:27][N:28]=1)CCC, predict the reaction product. The product is: [N:13]1([CH2:12][CH2:11][N:8]2[C:4]3=[N:5][CH:6]=[N:7][C:2]([C:24]4[O:25][CH:26]=[CH:27][N:28]=4)=[C:3]3[CH:10]=[N:9]2)[CH2:18][CH2:17][CH2:16][CH2:15][CH2:14]1. (2) Given the reactants [Cl:1][C:2]1[CH:9]=[C:8](F)[CH:7]=[CH:6][C:3]=1[CH:4]=[O:5].[CH2:11]([N:13]1[CH2:18][CH2:17][NH:16][CH2:15][CH2:14]1)[CH3:12].C(=O)([O-])[O-].[K+].[K+], predict the reaction product. The product is: [Cl:1][C:2]1[CH:9]=[C:8]([N:16]2[CH2:17][CH2:18][N:13]([CH2:11][CH3:12])[CH2:14][CH2:15]2)[CH:7]=[CH:6][C:3]=1[CH:4]=[O:5]. (3) The product is: [O:1]1[CH2:5][CH2:4][O:3][CH:2]1[C:6]1[CH:13]=[CH:12][C:9]([CH2:10][OH:11])=[CH:8][C:7]=1[F:14]. Given the reactants [O:1]1[CH2:5][CH2:4][O:3][CH:2]1[C:6]1[CH:13]=[CH:12][C:9]([CH:10]=[O:11])=[CH:8][C:7]=1[F:14].[BH4-].[Na+], predict the reaction product. (4) Given the reactants [C:1]([C:3]1[CH:8]=[C:7]([CH3:9])[CH:6]=[CH:5][C:4]=1[C:10]1[CH:15]=[C:14]([C:16]([N:18]2[CH2:21][CH:20]([OH:22])[CH2:19]2)=[O:17])[CH:13]=[C:12]([C:23]([O:25]CC)=[O:24])[CH:11]=1)#[N:2].[OH-].[Na+].C(#N)C.Cl, predict the reaction product. The product is: [C:1]([C:3]1[CH:8]=[C:7]([CH3:9])[CH:6]=[CH:5][C:4]=1[C:10]1[CH:15]=[C:14]([C:16]([N:18]2[CH2:21][CH:20]([OH:22])[CH2:19]2)=[O:17])[CH:13]=[C:12]([C:23]([OH:25])=[O:24])[CH:11]=1)#[N:2]. (5) Given the reactants [OH:1][C:2]1[CH:11]=[C:10]([CH3:12])[CH:9]=[CH:8][C:3]=1[C:4]([O:6][CH3:7])=[O:5].[C:13]1(P([C:13]2[CH:18]=[CH:17]C=[CH:15][CH:14]=2)[C:13]2[CH:18]=[CH:17]C=[CH:15][CH:14]=2)[CH:18]=[CH:17]C=[CH:15][CH:14]=1.C[C@@H](O)CC=C.N(C(OC(C)C)=O)=NC(OC(C)C)=O, predict the reaction product. The product is: [CH3:12][C:10]1[CH:9]=[CH:8][C:3]([C:4]([O:6][CH3:7])=[O:5])=[C:2]([O:1][C@H:18]([CH2:13][CH:14]=[CH2:15])[CH3:17])[CH:11]=1.